Dataset: Forward reaction prediction with 1.9M reactions from USPTO patents (1976-2016). Task: Predict the product of the given reaction. The product is: [CH3:17][N:18]1[C:10]2[CH2:9][CH2:8][CH2:7][C:6](=[O:12])[C:5]=2[N:4]=[C:1]1[CH3:2]. Given the reactants [C:1]([NH:4][C:5]1[C:6](=[O:12])[CH2:7][CH2:8][CH2:9][C:10]=1O)(=O)[CH3:2].C(O)(=O)C.[CH3:17][NH2:18], predict the reaction product.